Dataset: Catalyst prediction with 721,799 reactions and 888 catalyst types from USPTO. Task: Predict which catalyst facilitates the given reaction. (1) Reactant: [Br:1][C:2]1[CH:7]=[C:6]([C:8]([C:12]2[CH:17]=[CH:16][C:15]([CH:18]([CH3:20])[CH3:19])=[CH:14][CH:13]=2)([CH3:11])[CH2:9][OH:10])[C:5](O)=[C:4]([CH3:22])[C:3]=1[CH3:23].C1(P(C2C=CC=CC=2)C2C=CC=CC=2)C=CC=CC=1.N(C(OCC)=O)=NC(OCC)=O.C1(C)C=CC=CC=1. Product: [Br:1][C:2]1[C:3]([CH3:23])=[C:4]([CH3:22])[C:5]2[O:10][CH2:9][C:8]([C:12]3[CH:13]=[CH:14][C:15]([CH:18]([CH3:20])[CH3:19])=[CH:16][CH:17]=3)([CH3:11])[C:6]=2[CH:7]=1. The catalyst class is: 1. (2) Reactant: [C:1]([C:5]1[CH:10]=[CH:9][CH:8]=[CH:7][C:6]=1[N:11]1[CH2:16][CH2:15][N:14]([C:17](=[O:21])[C:18]([OH:20])=O)[CH2:13][CH2:12]1)([CH3:4])([CH3:3])[CH3:2].[NH2:22][CH2:23][C:24]([CH3:27])([OH:26])[CH3:25].CCN=C=NCCCN(C)C.C1C=CC2N(O)N=NC=2C=1.C(=O)([O-])O.[Na+]. Product: [C:1]([C:5]1[CH:10]=[CH:9][CH:8]=[CH:7][C:6]=1[N:11]1[CH2:12][CH2:13][N:14]([C:17](=[O:21])[C:18]([NH:22][CH2:23][C:24]([OH:26])([CH3:27])[CH3:25])=[O:20])[CH2:15][CH2:16]1)([CH3:4])([CH3:3])[CH3:2]. The catalyst class is: 10. (3) Reactant: [C:1]([O:5][C:6]([NH:8][C@@H:9]([CH2:16][CH2:17][CH2:18][NH:19][C:20]([O:22][C:23]([CH3:26])([CH3:25])[CH3:24])=[O:21])[CH2:10]CS([O-])(=O)=O)=[O:7])([CH3:4])([CH3:3])[CH3:2].[N-:27]=[N+:28]=[N-:29].[Na+]. Product: [C:23]([O:22][C:20](=[O:21])[NH:19][CH2:18][CH2:17][CH2:16][C@H:9]([NH:8][C:6]([O:5][C:1]([CH3:2])([CH3:3])[CH3:4])=[O:7])[CH2:10][N:27]=[N+:28]=[N-:29])([CH3:24])([CH3:25])[CH3:26]. The catalyst class is: 9.